Dataset: Forward reaction prediction with 1.9M reactions from USPTO patents (1976-2016). Task: Predict the product of the given reaction. (1) Given the reactants [F:1][C:2]1[CH:9]=[CH:8][C:5]([CH:6]=O)=[CH:4][CH:3]=1.C(O)(=O)[CH2:11][C:12]([OH:14])=[O:13].N1CCCCC1.N1C=CC=CC=1.Cl, predict the reaction product. The product is: [F:1][C:2]1[CH:9]=[CH:8][C:5]([CH:6]=[CH:11][C:12]([OH:14])=[O:13])=[CH:4][CH:3]=1. (2) Given the reactants C[C:2]1[CH:7]=[CH:6][C:5]2[NH:8][C:9]3[C:14]([C:15](=[O:16])[C:4]=2[CH:3]=1)=[CH:13][C:12]1[NH:17][C:18]2[CH:25]=[CH:24][C:23](C)=[CH:22][C:19]=2[C:20](=[O:21])[C:11]=1[CH:10]=3, predict the reaction product. The product is: [CH:23]1[CH:22]=[C:19]2[C:20]([C:11]3[C:12]([NH:17][C:18]2=[CH:25][CH:24]=1)=[CH:13][C:14]1[C:15]([C:4]2[C:5]([NH:8][C:9]=1[CH:10]=3)=[CH:6][CH:7]=[CH:2][CH:3]=2)=[O:16])=[O:21]. (3) The product is: [Cl:1][C:2]1[CH:3]=[C:4]([C:13]2[C:21]([CH3:22])=[CH:20][C:16]([C:17]([NH:30][S:27]([CH:24]3[CH2:26][CH2:25]3)(=[O:29])=[O:28])=[O:19])=[C:15]([F:23])[CH:14]=2)[CH:5]=[N:6][C:7]=1[O:8][CH:9]1[CH2:10][CH2:11][CH2:12]1. Given the reactants [Cl:1][C:2]1[CH:3]=[C:4]([C:13]2[C:21]([CH3:22])=[CH:20][C:16]([C:17]([OH:19])=O)=[C:15]([F:23])[CH:14]=2)[CH:5]=[N:6][C:7]=1[O:8][CH:9]1[CH2:12][CH2:11][CH2:10]1.[CH:24]1([S:27]([NH2:30])(=[O:29])=[O:28])[CH2:26][CH2:25]1.Cl.CN(C)CCCN=C=NCC, predict the reaction product. (4) Given the reactants [CH2:1]([O:3][C:4](=[O:29])[CH:5]([CH3:28])[CH2:6][C:7]1[CH:11]=[C:10]([CH3:12])[N:9]([CH2:13][C:14]2[CH:19]=[C:18]([Br:20])[CH:17]=[CH:16][C:15]=2[O:21][CH2:22][CH:23]2[CH2:27][CH2:26][CH2:25][CH2:24]2)[N:8]=1)[CH3:2].[CH3:30]I, predict the reaction product. The product is: [CH2:1]([O:3][C:4](=[O:29])[C:5]([CH3:30])([CH3:28])[CH2:6][C:7]1[CH:11]=[C:10]([CH3:12])[N:9]([CH2:13][C:14]2[CH:19]=[C:18]([Br:20])[CH:17]=[CH:16][C:15]=2[O:21][CH2:22][CH:23]2[CH2:24][CH2:25][CH2:26][CH2:27]2)[N:8]=1)[CH3:2]. (5) Given the reactants Cl.[CH3:2][O:3][C:4]1[CH:11]=[CH:10][CH:9]=[C:8]([O:12][CH3:13])[C:5]=1[CH2:6][NH2:7].[N-:14]([C:17]#[N:18])[C:15]#[N:16].[Na+], predict the reaction product. The product is: [C:15]([NH:14][C:17]([NH:7][CH2:6][C:5]1[C:8]([O:12][CH3:13])=[CH:9][CH:10]=[CH:11][C:4]=1[O:3][CH3:2])=[NH:18])#[N:16]. (6) Given the reactants C([O:8][C:9]1[CH:14]=[CH:13][C:12]([C:15]23[CH2:27][CH2:26][CH2:25][CH2:24][CH:16]2[O:17][C:18]2[CH:23]=[CH:22][CH:21]=[CH:20][C:19]=23)=[CH:11][CH:10]=1)C1C=CC=CC=1.FC1C=CC=CC=1C1(C2C=CC(O)=CC=2)CCCCCC1=O, predict the reaction product. The product is: [CH:20]1[C:19]2[C:15]3([C:12]4[CH:11]=[CH:10][C:9]([OH:8])=[CH:14][CH:13]=4)[CH2:27][CH2:26][CH2:25][CH2:24][CH:16]3[O:17][C:18]=2[CH:23]=[CH:22][CH:21]=1. (7) Given the reactants [Cl:1][C:2]1[C:3](=[O:29])[N:4]([C:9]2[CH:14]=[C:13]([C:15]3[CH:20]=[CH:19][N:18]=[C:17]([NH:21][C:22]4[CH:27]=[CH:26][CH:25]=[C:24]([Cl:28])[CH:23]=4)[N:16]=3)[CH:12]=[CH:11][N:10]=2)[N:5]=[CH:6][C:7]=1Cl.[CH2:30]([SH:32])[CH3:31].C(=O)([O-])[O-].[K+].[K+], predict the reaction product. The product is: [Cl:1][C:2]1[C:3](=[O:29])[N:4]([C:9]2[CH:14]=[C:13]([C:15]3[CH:20]=[CH:19][N:18]=[C:17]([NH:21][C:22]4[CH:27]=[CH:26][CH:25]=[C:24]([Cl:28])[CH:23]=4)[N:16]=3)[CH:12]=[CH:11][N:10]=2)[N:5]=[CH:6][C:7]=1[S:32][CH2:30][CH3:31]. (8) Given the reactants [NH2:1][CH2:2][CH:3]1[O:7][C:6](=O)[N:5]([C:9]2[CH:14]=[CH:13][C:12]([N:15]3[CH:19]=[C:18]([C:20]([CH3:28])([CH3:27])[O:21][SiH2:22][C:23]([CH3:26])([CH3:25])[CH3:24])[N:17]=[CH:16]3)=[C:11]([F:29])[CH:10]=2)[CH2:4]1.C(N(CC)CC)C.[C:37](OC(=O)C)(=[O:39])[CH3:38], predict the reaction product. The product is: [C:23]([SiH2:22][O:21][C:20]([CH3:28])([CH3:27])[C:18]1[N:17]=[CH:16][N:15]([C:12]2[CH:13]=[CH:14][C:9]([N:5]3[CH2:4][C@H:3]([CH2:2][NH:1][C:37](=[O:39])[CH3:38])[O:7][CH2:6]3)=[CH:10][C:11]=2[F:29])[CH:19]=1)([CH3:25])([CH3:26])[CH3:24]. (9) Given the reactants [Cl:1][C:2]1[C:7]([Cl:8])=[C:6]([C:9]2[S:13][C:12]([C:14]([NH:16][NH2:17])=[O:15])=[N:11][C:10]=2[C:18]([N:20]2[CH2:25][CH2:24][CH:23]([F:26])[CH2:22][CH2:21]2)=[O:19])[CH:5]=[CH:4][C:3]=1[S:27]([NH:30][C@@H:31]([CH2:36][CH3:37])[C:32]([F:35])([F:34])[F:33])(=[O:29])=[O:28].BrC1C=CC(S(N[C@@H](CC)C(F)(F)F)(=O)=O)=C(Cl)C=1Cl.FC1CCNCC1.[OH:65][C:66]([CH3:72])([CH3:71])[CH2:67][C:68](O)=[O:69].CN(C(ON1N=NC2C=CC=NC1=2)=[N+](C)C)C.F[P-](F)(F)(F)(F)F, predict the reaction product. The product is: [Cl:1][C:2]1[C:7]([Cl:8])=[C:6]([C:9]2[S:13][C:12]([C:14]([NH:16][NH:17][C:68](=[O:69])[CH2:67][C:66]([OH:65])([CH3:72])[CH3:71])=[O:15])=[N:11][C:10]=2[C:18]([N:20]2[CH2:21][CH2:22][CH:23]([F:26])[CH2:24][CH2:25]2)=[O:19])[CH:5]=[CH:4][C:3]=1[S:27]([NH:30][C@@H:31]([CH2:36][CH3:37])[C:32]([F:34])([F:33])[F:35])(=[O:29])=[O:28]. (10) Given the reactants [Cl:1][C:2]1[CH:7]=[C:6](Cl)[N:5]2[N:9]=[C:10]([C:12]3[CH:17]=[CH:16][CH:15]=[CH:14][CH:13]=3)[CH:11]=[C:4]2[N:3]=1.[OH:18][CH2:19][CH2:20][N:21]1[CH2:26][CH2:25][NH:24][CH2:23][CH2:22]1, predict the reaction product. The product is: [Cl:1][C:2]1[CH:7]=[C:6]([N:24]2[CH2:25][CH2:26][N:21]([CH2:20][CH2:19][OH:18])[CH2:22][CH2:23]2)[N:5]2[N:9]=[C:10]([C:12]3[CH:17]=[CH:16][CH:15]=[CH:14][CH:13]=3)[CH:11]=[C:4]2[N:3]=1.